From a dataset of Catalyst prediction with 721,799 reactions and 888 catalyst types from USPTO. Predict which catalyst facilitates the given reaction. (1) Reactant: [F:1][S:2]([F:17])([F:16])([F:15])([F:14])[C:3]1[CH:4]=[C:5]2[C:9](=[CH:10][CH:11]=1)[NH:8][CH:7]=[C:6]2[CH:12]=O.[CH2:18]([CH2:20][NH2:21])[OH:19].[BH4-].[Na+]. The catalyst class is: 5. Product: [F:1][S:2]([F:16])([F:14])([F:15])([F:17])[C:3]1[CH:4]=[C:5]2[C:9](=[CH:10][CH:11]=1)[NH:8][CH:7]=[C:6]2[CH2:12][NH:21][CH2:20][CH2:18][OH:19]. (2) Reactant: [Cl:1][C:2]1[CH:3]=[CH:4][C:5]([O:15]C)=[C:6]([C:8]2[C:13](N)=[CH:12][CH:11]=[CH:10][N:9]=2)[CH:7]=1.C1COCC1.[H+].[B-](F)(F)(F)F.N([O-])=O.[Na+]. Product: [Cl:1][C:2]1[CH:3]=[CH:4][C:5]2[O:15][C:13]3[C:8](=[N:9][CH:10]=[CH:11][CH:12]=3)[C:6]=2[CH:7]=1. The catalyst class is: 6. (3) Reactant: [Cl:1][Si](C)(C)C.O.[CH3:7][N:8]([CH3:32])[C:9]1([C:26]2[CH:31]=[CH:30][CH:29]=[CH:28][CH:27]=2)[CH2:14][CH2:13][CH:12]([CH2:15][C:16]([NH:18][C:19]2[CH:24]=[CH:23][C:22]([F:25])=[CH:21][CH:20]=2)=[O:17])[CH2:11][CH2:10]1. Product: [ClH:1].[CH3:32][N:8]([CH3:7])[C:9]1([C:26]2[CH:31]=[CH:30][CH:29]=[CH:28][CH:27]=2)[CH2:10][CH2:11][CH:12]([CH2:15][C:16]([NH:18][C:19]2[CH:20]=[CH:21][C:22]([F:25])=[CH:23][CH:24]=2)=[O:17])[CH2:13][CH2:14]1. The catalyst class is: 573. (4) Reactant: [CH3:1][O:2][C:3]1[CH:11]=[CH:10][CH:9]=[C:8]2[C:4]=1[CH2:5][CH2:6][C:7]2=[O:12].FC(F)(F)C(O)=O.[N+:20]([O-])([O-:22])=[O:21].[K+]. Product: [CH3:1][O:2][C:3]1[C:11]([N+:20]([O-:22])=[O:21])=[CH:10][CH:9]=[C:8]2[C:4]=1[CH2:5][CH2:6][C:7]2=[O:12]. The catalyst class is: 10. (5) Reactant: [CH3:1][C:2]1([CH3:22])[CH2:7][NH:6][CH:5]([CH2:8][C:9]([NH:11][C:12]2[CH:17]=[CH:16][C:15]([CH:18]([CH3:20])[CH3:19])=[CH:14][CH:13]=2)=[O:10])[C:4](=[O:21])[O:3]1.[C:23]1(=O)[CH2:27][CH2:26][CH2:25][CH2:24]1.C([BH3-])#N.[Na+].C(O)(=O)C. Product: [CH:23]1([N:6]2[CH2:7][C:2]([CH3:1])([CH3:22])[O:3][C:4](=[O:21])[CH:5]2[CH2:8][C:9]([NH:11][C:12]2[CH:17]=[CH:16][C:15]([CH:18]([CH3:19])[CH3:20])=[CH:14][CH:13]=2)=[O:10])[CH2:27][CH2:26][CH2:25][CH2:24]1. The catalyst class is: 841. (6) Reactant: [CH3:1][C:2]1[O:3][C:4]2[C:9]([C:10](=[O:12])[CH:11]=1)=[CH:8][CH:7]=[CH:6][C:5]=2[CH:13]=O.[CH3:15][C:16]([CH2:18][C:19]([C:21]([F:24])([F:23])[F:22])=[O:20])=O.[NH2:25]/[C:26](/[CH3:33])=[CH:27]\[C:28]([O:30][CH2:31][CH3:32])=[O:29].C(O)(=O)C. Product: [CH3:33][C:26]1[NH:25][C:16]([CH3:15])=[C:18]([C:19](=[O:20])[C:21]([F:24])([F:23])[F:22])[CH:13]([C:5]2[CH:6]=[CH:7][CH:8]=[C:9]3[C:4]=2[O:3][C:2]([CH3:1])=[CH:11][C:10]3=[O:12])[C:27]=1[C:28]([O:30][CH2:31][CH3:32])=[O:29]. The catalyst class is: 41. (7) Reactant: [ClH:1].C(OC(=O)[NH:8][CH2:9][C:10]1[CH:11]=[C:12]2[C:17](=[CH:18][CH:19]=1)[NH:16][C:15](=[O:20])[CH2:14][CH2:13]2)(C)(C)C. Product: [ClH:1].[NH2:8][CH2:9][C:10]1[CH:11]=[C:12]2[C:17](=[CH:18][CH:19]=1)[NH:16][C:15](=[O:20])[CH2:14][CH2:13]2. The catalyst class is: 258. (8) Reactant: [CH3:1][O:2][C:3]([C:5]1[CH:10]=[C:9]([CH2:11]Br)[N:8]2[N:13]=[CH:14][CH:15]=[C:7]2[N:6]=1)=[O:4].[C:16]([O:20][C:21]([C:23]1[C:24]([CH3:33])=[C:25]2[C:29](=[CH:30][CH:31]=1)[CH:28]([NH2:32])[CH2:27][CH2:26]2)=[O:22])([CH3:19])([CH3:18])[CH3:17].C(N(CC)CC)C. Product: [CH3:1][O:2][C:3]([C:5]1[CH:10]=[C:9]([CH2:11][NH:32][CH:28]2[C:29]3[C:25](=[C:24]([CH3:33])[C:23]([C:21]([O:20][C:16]([CH3:18])([CH3:17])[CH3:19])=[O:22])=[CH:31][CH:30]=3)[CH2:26][CH2:27]2)[N:8]2[N:13]=[CH:14][CH:15]=[C:7]2[N:6]=1)=[O:4]. The catalyst class is: 9. (9) Reactant: [H-].[Na+].[CH2:3]([O:5][C:6]1[CH:7]=[C:8]([C:12]([OH:15])([CH3:14])[CH3:13])[CH:9]=[CH:10][CH:11]=1)[CH3:4].I[CH3:17]. Product: [CH2:3]([O:5][C:6]1[CH:11]=[CH:10][CH:9]=[C:8]([C:12]([O:15][CH3:17])([CH3:14])[CH3:13])[CH:7]=1)[CH3:4]. The catalyst class is: 392. (10) Reactant: Cl[C:2]1[S:6][N:5]=[C:4]([S:7][CH3:8])[N:3]=1.[S:9]1[CH:13]=[CH:12][C:11]([CH2:14][OH:15])=[CH:10]1.[H-].[Na+].[Cl-].[Na+]. Product: [S:9]1[CH:13]=[CH:12][C:11]([CH2:14][O:15][C:2]2[S:6][N:5]=[C:4]([S:7][CH3:8])[N:3]=2)=[CH:10]1. The catalyst class is: 9.